The task is: Predict the reactants needed to synthesize the given product.. This data is from Retrosynthesis with 50K atom-mapped reactions and 10 reaction types from USPTO. (1) Given the product CCc1c(C(C)=N[S@](=O)C(C)(C)C)oc2ccccc12, predict the reactants needed to synthesize it. The reactants are: CC(C)(C)[S@](N)=O.CCc1c(C(C)=O)oc2ccccc12. (2) Given the product COc1cc(OC[C@H]2C[C@H](O)CN2C(=O)CO)c2c(Nc3ccc(F)c(Cl)c3)ncnc2c1, predict the reactants needed to synthesize it. The reactants are: COc1cc(OC[C@H]2C[C@H](O)CN2)c2c(Nc3ccc(F)c(Cl)c3)ncnc2c1.O=C(O)CO. (3) Given the product CC(C)c1ccc(CO)cc1C(F)(F)F, predict the reactants needed to synthesize it. The reactants are: COC(=O)c1ccc(C(C)C)c(C(F)(F)F)c1. (4) Given the product Cc1ccc(C(=O)NCc2ccc(S(C)(=O)=O)cc2)c(=O)n1-c1cccc(C(F)(F)F)c1, predict the reactants needed to synthesize it. The reactants are: CS(=O)(=O)c1ccc(CN)cc1.Cc1ccc(C(=O)O)c(=O)n1-c1cccc(C(F)(F)F)c1. (5) Given the product N#CCN1CC=C(c2cccc(C(F)(F)F)c2)CC1, predict the reactants needed to synthesize it. The reactants are: FC(F)(F)c1cccc(C2=CCNCC2)c1.N#CCCl. (6) Given the product COc1ccc2c(=O)n(CCN)c(C)c(-c3ccccc3)c2c1, predict the reactants needed to synthesize it. The reactants are: COc1ccc2c(=O)n(CCNC(=O)OC(C)(C)C)c(C)c(-c3ccccc3)c2c1.